This data is from Reaction yield outcomes from USPTO patents with 853,638 reactions. The task is: Predict the reaction yield, written as a fraction of the theoretical maximum amount of product (1.0 means a 100% yield; for example, 0.34 means a 34% yield). (1) The reactants are [Cl:1][C:2]1[CH:28]=[CH:27][C:5]([CH2:6][NH:7][C:8]([C:10]2[C:11]([OH:26])=[C:12]3[CH:18]=[C:17]([CH2:19][N:20]4[CH2:25][CH2:24][O:23][CH2:22][CH2:21]4)[S:16][C:13]3=[N:14][CH:15]=2)=[O:9])=[CH:4][CH:3]=1.C(=O)([O-])[O-].[K+].[K+].Br[CH2:36][CH2:37][CH2:38][C:39]1[CH:44]=[CH:43][CH:42]=[CH:41][CH:40]=1.O. The catalyst is CN(C=O)C. The product is [Cl:1][C:2]1[CH:28]=[CH:27][C:5]([CH2:6][NH:7][C:8]([C:10]2[C:11](=[O:26])[C:12]3[CH:18]=[C:17]([CH2:19][N:20]4[CH2:21][CH2:22][O:23][CH2:24][CH2:25]4)[S:16][C:13]=3[N:14]([CH2:36][CH2:37][CH2:38][C:39]3[CH:44]=[CH:43][CH:42]=[CH:41][CH:40]=3)[CH:15]=2)=[O:9])=[CH:4][CH:3]=1. The yield is 0.520. (2) The reactants are Cl.Cl[CH2:3][C:4]1[N:8]2[CH:9]=[CH:10][CH:11]=[CH:12][C:7]2=[N:6][C:5]=1[C:13]1[CH:18]=[CH:17][C:16]([Cl:19])=[CH:15][CH:14]=1.[C-:20]#[N:21].[Na+].[Na+].[I-]. The catalyst is C(#N)C. The product is [Cl:19][C:16]1[CH:17]=[CH:18][C:13]([C:5]2[N:6]=[C:7]3[CH:12]=[CH:11][CH:10]=[CH:9][N:8]3[C:4]=2[CH2:3][C:20]#[N:21])=[CH:14][CH:15]=1. The yield is 0.820. (3) The reactants are [CH2:1]([C:3]1[C:8](=[O:9])[NH:7][C:6]([CH3:10])=[C:5]([C:11]2[O:15][C:14]([S:16]([Cl:19])(=[O:18])=[O:17])=[CH:13][CH:12]=2)[CH:4]=1)[CH3:2].[N:20]1[CH:25]=[CH:24][C:23]([N:26]2[CH2:31][CH2:30][NH:29][CH2:28][CH2:27]2)=[CH:22][CH:21]=1. No catalyst specified. The product is [ClH:19].[CH2:1]([C:3]1[C:8](=[O:9])[NH:7][C:6]([CH3:10])=[C:5]([C:11]2[O:15][C:14]([S:16]([N:29]3[CH2:30][CH2:31][N:26]([C:23]4[CH:24]=[CH:25][N:20]=[CH:21][CH:22]=4)[CH2:27][CH2:28]3)(=[O:18])=[O:17])=[CH:13][CH:12]=2)[CH:4]=1)[CH3:2]. The yield is 0.720. (4) The reactants are Cl[C:2]1[CH:7]=[C:6]([Cl:8])[N:5]=[CH:4][N:3]=1.[CH3:9][O:10][C:11]1[CH:16]=[CH:15][CH:14]=[CH:13][C:12]=1[CH:17]([CH3:20])[CH2:18][NH2:19].CCN(C(C)C)C(C)C. The catalyst is C(O)(C)C. The product is [Cl:8][C:6]1[N:5]=[CH:4][N:3]=[C:2]([NH:19][CH2:18][CH:17]([C:12]2[CH:13]=[CH:14][CH:15]=[CH:16][C:11]=2[O:10][CH3:9])[CH3:20])[CH:7]=1. The yield is 0.770. (5) The reactants are [C:1]([O:5][C:6]([C:8]1[O:9][C:10]2[CH:17]=[CH:16][C:15]([I:18])=[C:14]([OH:19])[C:11]=2[C:12]=1[CH3:13])=[O:7])([CH3:4])([CH3:3])[CH3:2].IC.[C:22]([O-])([O-])=O.[K+].[K+]. The catalyst is CN(C=O)C. The product is [C:1]([O:5][C:6]([C:8]1[O:9][C:10]2[CH:17]=[CH:16][C:15]([I:18])=[C:14]([O:19][CH3:22])[C:11]=2[C:12]=1[CH3:13])=[O:7])([CH3:4])([CH3:2])[CH3:3]. The yield is 1.00. (6) The reactants are [NH2:1][C:2]1[CH:10]=[CH:9][C:8]([O:11][C:12]([F:15])([F:14])[F:13])=[CH:7][C:3]=1[C:4]([OH:6])=[O:5].S(Cl)([Cl:19])(=O)=O. The catalyst is CC(O)=O. The yield is 0.940. The product is [NH2:1][C:2]1[C:10]([Cl:19])=[CH:9][C:8]([O:11][C:12]([F:13])([F:14])[F:15])=[CH:7][C:3]=1[C:4]([OH:6])=[O:5]. (7) The reactants are Br[C:2]1[CH:3]=[C:4]2[C:8](=[CH:9][CH:10]=1)[NH:7][N:6]=[C:5]2[CH3:11].[B:12]1([B:12]2[O:16][C:15]([CH3:18])([CH3:17])[C:14]([CH3:20])([CH3:19])[O:13]2)[O:16][C:15]([CH3:18])([CH3:17])[C:14]([CH3:20])([CH3:19])[O:13]1.C([O-])(=O)C.[K+].CS(C)=O. The catalyst is C(OCC)C. The product is [CH3:11][C:5]1[C:4]2[C:8](=[CH:9][CH:10]=[C:2]([B:12]3[O:16][C:15]([CH3:18])([CH3:17])[C:14]([CH3:20])([CH3:19])[O:13]3)[CH:3]=2)[NH:7][N:6]=1. The yield is 0.617. (8) The reactants are [C:1]([C:5]1[CH:9]=[C:8]([C:10]([O:12]CC)=[O:11])[N:7]([C:15]2[CH:20]=[CH:19][CH:18]=[C:17]([C:21]#[N:22])[CH:16]=2)[N:6]=1)([CH3:4])([CH3:3])[CH3:2].O[Li].O. No catalyst specified. The product is [C:1]([C:5]1[CH:9]=[C:8]([C:10]([OH:12])=[O:11])[N:7]([C:15]2[CH:20]=[CH:19][CH:18]=[C:17]([C:21]#[N:22])[CH:16]=2)[N:6]=1)([CH3:4])([CH3:2])[CH3:3]. The yield is 0.910.